Task: Predict the product of the given reaction.. Dataset: Forward reaction prediction with 1.9M reactions from USPTO patents (1976-2016) (1) Given the reactants [Cl:1][C:2]1[CH:3]=[CH:4][C:5]([O:31][CH2:32][C:33]2[CH:38]=[CH:37][CH:36]=[CH:35][CH:34]=2)=[C:6]([C:8]2[N:9]([C:14]3[CH:15]=[C:16]([CH:28]=[CH:29][CH:30]=3)[C:17]([NH:19][C@@H:20]([C:22]3[CH:27]=[CH:26][CH:25]=[CH:24][CH:23]=3)[CH3:21])=[O:18])[C:10]([CH3:13])=[CH:11][CH:12]=2)[CH:7]=1.C(O)(=O)C1C=CC=CC=1, predict the reaction product. The product is: [Cl:1][C:2]1[CH:3]=[CH:4][C:5]([O:31][CH2:32][C:33]2[CH:34]=[CH:35][CH:36]=[CH:37][CH:38]=2)=[C:6]([C:8]2[N:9]([C:14]3[CH:15]=[C:16]([CH:28]=[CH:29][CH:30]=3)[C:17]([NH:19][C@H:20]([C:22]3[CH:27]=[CH:26][CH:25]=[CH:24][CH:23]=3)[CH3:21])=[O:18])[C:10]([CH3:13])=[CH:11][CH:12]=2)[CH:7]=1. (2) Given the reactants [Cl:1][C:2]1[CH:3]=[CH:4][C:5]([N:8]2[CH:12]=[C:11]([CH2:13][CH2:14][CH2:15][O:16][C:17]3[C:22]([CH2:23][CH3:24])=[CH:21][CH:20]=[CH:19][C:18]=3[CH2:25][C:26]([O:28]C)=[O:27])[C:10]([CH:30]([CH2:33][CH3:34])[CH2:31][CH3:32])=[N:9]2)=[N:6][CH:7]=1.[OH-].[Na+].O1CCCC1.Cl, predict the reaction product. The product is: [Cl:1][C:2]1[CH:3]=[CH:4][C:5]([N:8]2[CH:12]=[C:11]([CH2:13][CH2:14][CH2:15][O:16][C:17]3[C:22]([CH2:23][CH3:24])=[CH:21][CH:20]=[CH:19][C:18]=3[CH2:25][C:26]([OH:28])=[O:27])[C:10]([CH:30]([CH2:31][CH3:32])[CH2:33][CH3:34])=[N:9]2)=[N:6][CH:7]=1. (3) Given the reactants [C:1]([N:8]1[CH2:15][CH2:14][CH2:13][C@H:9]1[C:10]([OH:12])=O)([O:3][C:4]([CH3:7])([CH3:6])[CH3:5])=[O:2].C[C@@H](O)[C@@H]1NC(=O)[C@H](CCN)NC(=O)[C@H](CCN)NC(=O)[C@H](CC(C)C)NC(=O)[C@@H](CC2C=CC=CC=2)NC(=O)[C@H](CCN)NC(=O)[C@@H](NC([C@@H](N)CCN)=O)CCNC1=O.OS(O)(=O)=O.CN(C(ON1N=NC2C=CC=NC1=2)=[N+](C)C)C.F[P-](F)(F)(F)(F)F.C(N(CC)C(C)C)(C)C.[CH3:115][C:116]([CH3:136])=[CH:117][CH2:118][CH2:119]/[C:120](/[CH3:135])=[CH:121]/[CH2:122][CH2:123]/[C:124](/[CH3:134])=[CH:125]/[CH2:126][S:127][CH2:128][C@H:129]([NH2:133])[C:130]([OH:132])=[O:131], predict the reaction product. The product is: [C:4]([O:3][C:1]([N:8]1[CH2:15][CH2:14][CH2:13][C@H:9]1[C:10]([NH:133][C@@H:129]([CH2:128][S:127][CH2:126]/[CH:125]=[C:124](\[CH3:134])/[CH2:123][CH2:122]/[CH:121]=[C:120](\[CH3:135])/[CH2:119][CH2:118][CH:117]=[C:116]([CH3:136])[CH3:115])[C:130]([OH:132])=[O:131])=[O:12])=[O:2])([CH3:5])([CH3:6])[CH3:7]. (4) Given the reactants [CH:1]1[CH:2]=[CH:3][C:4]2[N:15]([C:16]([NH2:18])=[O:17])[C:14]3[CH:13]=[CH:12][CH:11]=[CH:10][C:9]=3[CH:8]=[CH:7][C:5]=2[CH:6]=1.[C:19]([NH2:27])(=[O:26])[C:20]1[CH:25]=[CH:24][CH:23]=[N:22][CH:21]=1.CO.C(O)C, predict the reaction product. The product is: [CH:11]1[CH:12]=[CH:13][C:14]2[N:15]([C:16]([NH2:18])=[O:17])[C:4]3[CH:3]=[CH:2][CH:1]=[CH:6][C:5]=3[CH:7]=[CH:8][C:9]=2[CH:10]=1.[C:19]([NH2:27])(=[O:26])[C:20]1[CH:25]=[CH:24][CH:23]=[N:22][CH:21]=1. (5) Given the reactants [CH3:1][C:2]1[CH:10]=[CH:9][CH:8]=[CH:7][C:3]=1[C:4]([OH:6])=O.[CH2:11]([NH:13][CH2:14][C:15]([CH2:21][NH:22][C:23]1[CH:31]=[CH:30][CH:29]=[C:28]2[C:24]=1[CH:25]=[N:26][N:27]2[C:32]1[CH:37]=[CH:36][C:35]([F:38])=[CH:34][CH:33]=1)([OH:20])[C:16]([F:19])([F:18])[F:17])[CH3:12], predict the reaction product. The product is: [CH2:11]([N:13]([CH2:14][C:15]([CH2:21][NH:22][C:23]1[CH:31]=[CH:30][CH:29]=[C:28]2[C:24]=1[CH:25]=[N:26][N:27]2[C:32]1[CH:33]=[CH:34][C:35]([F:38])=[CH:36][CH:37]=1)([OH:20])[C:16]([F:18])([F:19])[F:17])[C:4](=[O:6])[C:3]1[CH:7]=[CH:8][CH:9]=[CH:10][C:2]=1[CH3:1])[CH3:12]. (6) Given the reactants I[C:2]1[CH:7]=[CH:6][C:5]([NH:8][C:9]2[S:10][C:11]3[CH:17]=[C:16]([CH3:18])[CH:15]=[CH:14][C:12]=3[N:13]=2)=[CH:4][CH:3]=1.CC1(C)C(C)(C)OB([C:27]2[CH:43]=[CH:42][C:30]([C:31]([C@@H:33]3[CH2:37][CH2:36][CH2:35][C@H:34]3[C:38]([O:40]C)=[O:39])=[O:32])=[CH:29][CH:28]=2)O1.C([O-])(O)=O.[Na+].ClCCl.[OH-].[Na+], predict the reaction product. The product is: [CH3:18][C:16]1[CH:15]=[CH:14][C:12]2[N:13]=[C:9]([NH:8][C:5]3[CH:6]=[CH:7][C:2]([C:27]4[CH:28]=[CH:29][C:30]([C:31]([C@@H:33]5[CH2:37][CH2:36][CH2:35][C@H:34]5[C:38]([OH:40])=[O:39])=[O:32])=[CH:42][CH:43]=4)=[CH:3][CH:4]=3)[S:10][C:11]=2[CH:17]=1.